The task is: Regression. Given a peptide amino acid sequence and an MHC pseudo amino acid sequence, predict their binding affinity value. This is MHC class II binding data.. This data is from Peptide-MHC class II binding affinity with 134,281 pairs from IEDB. (1) The peptide sequence is AWASACGGTGKNTIV. The MHC is DRB1_0405 with pseudo-sequence DRB1_0405. The binding affinity (normalized) is 0. (2) The binding affinity (normalized) is 0.138. The MHC is DRB1_0405 with pseudo-sequence DRB1_0405. The peptide sequence is LIWVGINTRNMTMSM. (3) The peptide sequence is MAGAGPAPMLAAAAG. The MHC is DRB1_0405 with pseudo-sequence DRB1_0405. The binding affinity (normalized) is 0.0524.